From a dataset of Full USPTO retrosynthesis dataset with 1.9M reactions from patents (1976-2016). Predict the reactants needed to synthesize the given product. (1) Given the product [F:1][C:2]1[CH:7]=[CH:6][C:5]([CH3:8])=[CH:4][C:3]=1[NH:9][C:10]([C:12]1[CH:13]=[C:14]([CH:28]=[CH:29][CH:30]=1)[O:15][C:16]1[CH:21]=[CH:20][N:19]=[C:18]2[CH:22]=[C:23]([C:25]([NH:75][CH2:76][CH2:77][CH2:78][NH:79][CH2:80][C:81]([O:83][CH3:84])=[O:82])=[O:27])[S:24][C:17]=12)=[O:11], predict the reactants needed to synthesize it. The reactants are: [F:1][C:2]1[CH:7]=[CH:6][C:5]([CH3:8])=[CH:4][C:3]=1[NH:9][C:10]([C:12]1[CH:13]=[C:14]([CH:28]=[CH:29][CH:30]=1)[O:15][C:16]1[CH:21]=[CH:20][N:19]=[C:18]2[CH:22]=[C:23]([C:25]([OH:27])=O)[S:24][C:17]=12)=[O:11].C1CN([P+](ON2N=NC3C=CC=CC2=3)(N2CCCC2)N2CCCC2)CC1.F[P-](F)(F)(F)(F)F.C(N(CC)C(C)C)(C)C.Cl.Cl.[NH2:75][CH2:76][CH2:77][CH2:78][NH:79][CH2:80][C:81]([O:83][CH3:84])=[O:82]. (2) Given the product [C:1]1([C:7]2[NH:11][N:10]=[N:9][N:8]=2)[CH:2]=[CH:3][CH:4]=[CH:5][CH:6]=1, predict the reactants needed to synthesize it. The reactants are: [C:1]1([C:7]2[N:11](C(C3C=CC=CC=3)(C3C=CC=CC=3)C3C=CC=CC=3)[N:10]=[N:9][N:8]=2)[CH:6]=[CH:5][CH:4]=[CH:3][CH:2]=1.[OH-].[Na+]. (3) Given the product [CH3:15][Si:14]([CH3:17])([CH3:16])[O:10][C:1]1([C:12]#[N:13])[C:9]2[C:4](=[CH:5][CH:6]=[CH:7][CH:8]=2)[CH2:3][CH2:2]1, predict the reactants needed to synthesize it. The reactants are: [C:1]1(=[O:10])[C:9]2[C:4](=[CH:5][CH:6]=[CH:7][CH:8]=2)[CH2:3][CH2:2]1.C[C:12]#[N:13].[Si:14](C#N)([CH3:17])([CH3:16])[CH3:15].